Dataset: Reaction yield outcomes from USPTO patents with 853,638 reactions. Task: Predict the reaction yield, written as a fraction of the theoretical maximum amount of product (1.0 means a 100% yield; for example, 0.34 means a 34% yield). (1) The reactants are [Cl-].[Al+3].[Cl-].[Cl-].[Cl:5][C:6]1[CH:14]=[CH:13][C:9]([C:10](Cl)=[O:11])=[CH:8][C:7]=1[S:15](=[O:18])(=[O:17])[NH2:16].[CH2:19]([N:21]1[C:26](=[O:27])[CH2:25][CH2:24][C:23]2[C:28]3[CH:29]=[CH:30][CH:31]=[CH:32][C:33]=3[CH2:34][C:22]1=2)[CH3:20]. The catalyst is ClCCl. The product is [Cl:5][C:6]1[CH:14]=[CH:13][C:9]([C:10]([C:31]2[CH:30]=[CH:29][C:28]3[C:23]4[CH2:24][CH2:25][C:26](=[O:27])[N:21]([CH2:19][CH3:20])[C:22]=4[CH2:34][C:33]=3[CH:32]=2)=[O:11])=[CH:8][C:7]=1[S:15]([NH2:16])(=[O:18])=[O:17]. The yield is 0.260. (2) The reactants are [CH3:1][C:2]1[CH:3]=[C:4]([N+:10]([O-:12])=[O:11])[C:5](=O)[NH:6][C:7]=1[CH3:8].P(Cl)(Cl)(Cl)(Cl)[Cl:14]. No catalyst specified. The product is [Cl:14][C:5]1[C:4]([N+:10]([O-:12])=[O:11])=[CH:3][C:2]([CH3:1])=[C:7]([CH3:8])[N:6]=1. The yield is 0.902. (3) The reactants are [CH3:1][O:2][CH2:3][CH2:4][N:5]([CH3:9])[CH2:6][CH2:7]O.S(Cl)([Cl:12])=O. The catalyst is C(OCC)(=O)C. The product is [ClH:12].[Cl:12][CH2:7][CH2:6][N:5]([CH2:4][CH2:3][O:2][CH3:1])[CH3:9]. The yield is 0.880. (4) The yield is 0.640. The catalyst is CN(C1C=CN=CC=1)C.ClCCl. The product is [S:1]1[CH:5]=[CH:4][N:3]=[C:2]1[CH:6]([O:13][C:14]1[CH:15]=[CH:16][C:17]([CH2:23][CH2:24][C:25]2[CH:26]=[CH:27][C:28]([F:31])=[CH:29][CH:30]=2)=[C:18]([CH:22]=1)[C:19]([NH:36][C@@H:35]([CH2:37][CH2:38][S:39][CH3:40])[C:34]([O:33][CH3:32])=[O:41])=[O:20])[CH2:7][N:8]1[CH:12]=[CH:11][N:10]=[CH:9]1. The reactants are [S:1]1[CH:5]=[CH:4][N:3]=[C:2]1[CH:6]([O:13][C:14]1[CH:15]=[CH:16][C:17]([CH2:23][CH2:24][C:25]2[CH:30]=[CH:29][C:28]([F:31])=[CH:27][CH:26]=2)=[C:18]([CH:22]=1)[C:19](O)=[O:20])[CH2:7][N:8]1[CH:12]=[CH:11][N:10]=[CH:9]1.[CH3:32][O:33][C:34](=[O:41])[C@H:35]([CH2:37][CH2:38][S:39][CH3:40])[NH2:36].Cl.CCN=C=NCCCN(C)C.Cl. (5) The reactants are Cl[C:2]1[S:6][C:5](=[N:7][C:8](=[O:10])[CH3:9])[N:4]([CH2:11][CH2:12][O:13][CH3:14])[CH:3]=1.[F:15][C:16]1[CH:21]=[CH:20][CH:19]=[C:18]([F:22])[C:17]=1B(O)O.C([O-])([O-])=O.[Na+].[Na+]. The catalyst is COCCOC.O.C(O)C.C(OCC)(=O)C.Cl[Pd](Cl)([P](C1C=CC=CC=1)(C1C=CC=CC=1)C1C=CC=CC=1)[P](C1C=CC=CC=1)(C1C=CC=CC=1)C1C=CC=CC=1. The product is [F:15][C:16]1[CH:17]=[C:18]([F:22])[CH:19]=[CH:20][C:21]=1[C:2]1[S:6][C:5](=[N:7][C:8](=[O:10])[CH3:9])[N:4]([CH2:11][CH2:12][O:13][CH3:14])[CH:3]=1. The yield is 0.860. (6) The reactants are Br[CH2:2][C:3]([C:5]1[CH:10]=[CH:9][CH:8]=[CH:7][C:6]=1[Cl:11])=[O:4].[S-:12][C:13]#[N:14].[K+].O. The catalyst is C(O)C. The product is [Cl:11][C:6]1[CH:7]=[CH:8][CH:9]=[CH:10][C:5]=1[C:3](=[O:4])[CH2:2][S:12][C:13]#[N:14]. The yield is 0.753. (7) The reactants are [Br:1][C:2]1[CH:10]=[CH:9][C:8]([Cl:11])=[CH:7][C:3]=1[C:4](O)=[O:5].CO.[OH-].[Na+]. The catalyst is C1COCC1. The product is [Br:1][C:2]1[CH:10]=[CH:9][C:8]([Cl:11])=[CH:7][C:3]=1[CH2:4][OH:5]. The yield is 0.880. (8) The reactants are C([O:8][C:9]1[CH:21]=[C:20]2[C:12]([C:13]3[CH:14]=[CH:15][C:16]([N:22]([CH3:25])[CH:23]=[O:24])=[CH:17][C:18]=3[NH:19]2)=[CH:11][CH:10]=1)C1C=CC=CC=1. The catalyst is CO.[Pd]. The product is [OH:8][C:9]1[CH:21]=[C:20]2[C:12]([C:13]3[CH:14]=[CH:15][C:16]([N:22]([CH3:25])[CH:23]=[O:24])=[CH:17][C:18]=3[NH:19]2)=[CH:11][CH:10]=1. The yield is 0.940. (9) The reactants are [C:1]([O:5][C:6]([NH:8][CH2:9][C:10]1[CH:15]=[CH:14][C:13]([NH:16][C:17](=[O:27])[CH2:18][CH2:19][CH2:20][CH2:21][CH2:22][CH2:23][C:24]([OH:26])=[O:25])=[CH:12][CH:11]=1)=[O:7])([CH3:4])([CH3:3])[CH3:2].Cl.[CH2:29](ON)[C:30]1[CH:35]=[CH:34][CH:33]=[CH:32][CH:31]=1.C([N:41](C(C)C)CC)(C)C.F[P-](F)(F)(F)(F)F.Br[P+](N1CCCC1)(N1CCCC1)N1CCCC1. The catalyst is CN(C)C=O.O. The product is [CH2:29]([NH:41][O:25][C:24](=[O:26])[CH2:23][CH2:22][CH2:21][CH2:20][CH2:19][CH2:18][C:17]([NH:16][C:13]1[CH:12]=[CH:11][C:10]([CH2:9][NH:8][C:6](=[O:7])[O:5][C:1]([CH3:4])([CH3:2])[CH3:3])=[CH:15][CH:14]=1)=[O:27])[C:30]1[CH:35]=[CH:34][CH:33]=[CH:32][CH:31]=1. The yield is 0.550.